From a dataset of Full USPTO retrosynthesis dataset with 1.9M reactions from patents (1976-2016). Predict the reactants needed to synthesize the given product. The reactants are: [CH3:1][C:2]1([CH3:14])[C:6]([CH3:8])([CH3:7])[O:5][B:4]([C:9]2[CH:10]=[N:11][NH:12][CH:13]=2)[O:3]1.[C:15]([CH:17]=[C:18]1[CH2:21][N:20]([C:22]2[CH:33]=[CH:32][C:25]([C:26]([NH:28][CH:29]([CH3:31])[CH3:30])=[O:27])=[CH:24][CH:23]=2)[CH2:19]1)#[N:16].N12CCCN=C1CCCCC2.C(OC)(C)(C)C. Given the product [C:15]([CH2:17][C:18]1([N:12]2[CH:13]=[C:9]([B:4]3[O:5][C:6]([CH3:7])([CH3:8])[C:2]([CH3:14])([CH3:1])[O:3]3)[CH:10]=[N:11]2)[CH2:21][N:20]([C:22]2[CH:33]=[CH:32][C:25]([C:26]([NH:28][CH:29]([CH3:30])[CH3:31])=[O:27])=[CH:24][CH:23]=2)[CH2:19]1)#[N:16], predict the reactants needed to synthesize it.